This data is from Catalyst prediction with 721,799 reactions and 888 catalyst types from USPTO. The task is: Predict which catalyst facilitates the given reaction. (1) Reactant: [N:1]1[CH:6]=[CH:5][CH:4]=[C:3]([CH2:7][CH2:8][NH:9][CH2:10][C:11]2[CH:16]=[CH:15][N:14]=[CH:13][CH:12]=2)[CH:2]=1.C(N(C(C)C)C(C)C)C.CN(C=O)C.[Cl:31][CH2:32][CH2:33][CH2:34]I. Product: [Cl:31][CH2:32][CH2:33][CH2:34][N:9]([CH2:8][CH2:7][C:3]1[CH:2]=[N:1][CH:6]=[CH:5][CH:4]=1)[CH2:10][C:11]1[CH:12]=[CH:13][N:14]=[CH:15][CH:16]=1. The catalyst class is: 6. (2) Reactant: [CH:1]1[C:13]2[NH:12][C:11]3[C:6](=[CH:7][CH:8]=[CH:9][CH:10]=3)[C:5]=2[CH:4]=[CH:3][CH:2]=1.[Br:14][C:15]1[C:22](F)=[C:21](F)[C:18]([C:19]#[N:20])=[C:17](F)[C:16]=1F.[H-].[Na+].O. Product: [Br:14][C:15]1[C:22]([N:12]2[C:11]3[CH:10]=[CH:9][CH:8]=[CH:7][C:6]=3[C:5]3[C:13]2=[CH:1][CH:2]=[CH:3][CH:4]=3)=[C:21]([N:12]2[C:11]3[CH:10]=[CH:9][CH:8]=[CH:7][C:6]=3[C:5]3[C:13]2=[CH:1][CH:2]=[CH:3][CH:4]=3)[C:18]([C:19]#[N:20])=[C:17]([N:12]2[C:11]3[CH:10]=[CH:9][CH:8]=[CH:7][C:6]=3[C:5]3[C:13]2=[CH:1][CH:2]=[CH:3][CH:4]=3)[C:16]=1[N:12]1[C:13]2[CH:1]=[CH:2][CH:3]=[CH:4][C:5]=2[C:6]2[C:11]1=[CH:10][CH:9]=[CH:8][CH:7]=2. The catalyst class is: 1. (3) Reactant: [CH3:1][C:2]1[N:7]([C:8]2[CH:13]=[CH:12][CH:11]=[C:10]([C:14]([F:17])([F:16])[F:15])[CH:9]=2)[C:6](=[O:18])[N:5]([CH2:19][CH2:20][CH3:21])[C:4](=[O:22])[C:3]=1[N+:23]([O-])=O. Product: [NH2:23][C:3]1[C:4](=[O:22])[N:5]([CH2:19][CH2:20][CH3:21])[C:6](=[O:18])[N:7]([C:8]2[CH:13]=[CH:12][CH:11]=[C:10]([C:14]([F:15])([F:17])[F:16])[CH:9]=2)[C:2]=1[CH3:1]. The catalyst class is: 838. (4) Reactant: Cl[CH2:2][CH2:3][NH:4][CH2:5][CH2:6]Cl.[CH2:8]([S:10][C:11]1[CH:17]=[CH:16][C:14]([NH2:15])=[CH:13][CH:12]=1)[CH3:9]. Product: [CH2:8]([S:10][C:11]1[CH:17]=[CH:16][C:14]([N:15]2[CH2:6][CH2:5][NH:4][CH2:3][CH2:2]2)=[CH:13][CH:12]=1)[CH3:9]. The catalyst class is: 159.